This data is from hERG potassium channel inhibition data for cardiac toxicity prediction from Karim et al.. The task is: Regression/Classification. Given a drug SMILES string, predict its toxicity properties. Task type varies by dataset: regression for continuous values (e.g., LD50, hERG inhibition percentage) or binary classification for toxic/non-toxic outcomes (e.g., AMES mutagenicity, cardiotoxicity, hepatotoxicity). Dataset: herg_karim. (1) The compound is Cc1ncoc1-c1nnc(SCCCN2CC3CC3(c3ccc(F)cc3)C2)n1C. The result is 1 (blocker). (2) The compound is O=C1COc2ccc(CNC34CCC(CCc5c(F)cnc6ccc(OCCc7cc(=O)c(O)c[nH]7)nc56)(CC3)OC4)nc2N1. The result is 1 (blocker). (3) The drug is O=C(Nc1ccc(Cl)c(Cl)c1)N1CCN(C[C@@H]2CCCN(CC3CC3)C2)CC1. The result is 1 (blocker). (4) The drug is COc1ccc(CCN2C[C@H](CNC(=O)c3cccc(Cl)c3)[C@@H](c3ccc(OC)cc3)C2)cc1. The result is 1 (blocker).